This data is from Forward reaction prediction with 1.9M reactions from USPTO patents (1976-2016). The task is: Predict the product of the given reaction. (1) The product is: [Cl:33][C:29]1[C:28]([F:34])=[C:27]([CH:32]=[CH:31][CH:30]=1)[C:26]([N:22]1[CH2:21][C@@H:20]2[CH2:25][C@H:23]1[CH2:24][N:19]2[CH2:18][C:13]1[N:12]=[C:11]([NH:10][C:9]2[CH:8]=[CH:7][NH:6][N:5]=2)[CH:16]=[C:15]([CH3:17])[N:14]=1)=[O:35]. Given the reactants C([N:5]1[C:9]([NH:10][C:11]2[CH:16]=[C:15]([CH3:17])[N:14]=[C:13]([CH2:18][N:19]3[CH2:24][C@@H:23]4[CH2:25][C@H:20]3[CH2:21][N:22]4[C:26](=[O:35])[C:27]3[CH:32]=[CH:31][CH:30]=[C:29]([Cl:33])[C:28]=3[F:34])[N:12]=2)=[CH:8][CH:7]=[N:6]1)(C)(C)C, predict the reaction product. (2) Given the reactants [C:1](Cl)(=[O:8])[C:2]1[CH:7]=[CH:6][CH:5]=[CH:4][CH:3]=1.Cl.[CH3:11][O:12][C:13](=[O:19])[C@H:14]([C@@H:16]([CH3:18])[OH:17])[NH2:15].O.C(=O)(O)[O-].[Na+], predict the reaction product. The product is: [CH3:11][O:12][C:13](=[O:19])[C@H:14]([C@@H:16]([CH3:18])[OH:17])[NH:15][C:1](=[O:8])[C:2]1[CH:7]=[CH:6][CH:5]=[CH:4][CH:3]=1.